Task: Predict the reactants needed to synthesize the given product.. Dataset: Full USPTO retrosynthesis dataset with 1.9M reactions from patents (1976-2016) (1) Given the product [C:1]([O:5][CH:6]([C:11]1[C:12]([C:21]2[CH:22]=[C:23]3[C:28](=[CH:29][CH:30]=2)[O:27][CH2:26][CH2:25][CH2:24]3)=[C:13]2[CH:20]=[CH:19][N:18]([CH2:32][CH:33]3[CH2:38][CH2:37][N:36]([C:39]([O:41][C:42]([CH3:43])([CH3:45])[CH3:44])=[O:40])[CH2:35][CH2:34]3)[C:14]2=[N:15][C:16]=1[CH3:17])[C:7]([OH:9])=[O:8])([CH3:2])([CH3:3])[CH3:4], predict the reactants needed to synthesize it. The reactants are: [C:1]([O:5][CH:6]([C:11]1[C:12]([C:21]2[CH:22]=[C:23]3[C:28](=[CH:29][CH:30]=2)[O:27][CH2:26][CH2:25][CH2:24]3)=[C:13]2[CH:20]=[CH:19][NH:18][C:14]2=[N:15][C:16]=1[CH3:17])[C:7]([O:9]C)=[O:8])([CH3:4])([CH3:3])[CH3:2].Br[CH2:32][CH:33]1[CH2:38][CH2:37][N:36]([C:39]([O:41][C:42]([CH3:45])([CH3:44])[CH3:43])=[O:40])[CH2:35][CH2:34]1. (2) Given the product [CH:2]1[C:14]2[C:13]3[CH:12]=[CH:11][CH:10]=[CH:9][C:8]=3[N:7]=[CH:6][C:5]=2[NH:4][N:3]=1, predict the reactants needed to synthesize it. The reactants are: Br[C:2]1[C:14]2[C:13]3[CH:12]=[C:11](OC)[C:10](OC)=[CH:9][C:8]=3[N:7]=[CH:6][C:5]=2[N:4](C)[N:3]=1.[OH-].[K+].CC1(C)C(C)(C)OB(C2C=CC(N3CCN(C(OC(C)(C)C)=O)CC3)=CC=2)O1.O.